Dataset: Retrosynthesis with 50K atom-mapped reactions and 10 reaction types from USPTO. Task: Predict the reactants needed to synthesize the given product. (1) Given the product FC(F)(F)c1ccnn1-c1ccc(OCCN2CCCCC2)cc1, predict the reactants needed to synthesize it. The reactants are: ClCCN1CCCCC1.Oc1ccc(-n2nccc2C(F)(F)F)cc1. (2) Given the product COC1(C(F)(F)F)CCC(=O)CC1, predict the reactants needed to synthesize it. The reactants are: COC1(C(F)(F)F)CCC2(CC1)OCCO2. (3) Given the product Nc1nc(N)c2c(N3CCN(S(=O)(=O)c4ccc(F)cc4)CC3)cccc2n1, predict the reactants needed to synthesize it. The reactants are: Nc1nc(N)c2c(N3CCNCC3)cccc2n1.O=S(=O)(Cl)c1ccc(F)cc1. (4) Given the product O=C1NCc2ccccc2N1C1CCN(CC(O)c2ccc3c(c2)OCO3)CC1, predict the reactants needed to synthesize it. The reactants are: O=C(CN1CCC(N2C(=O)NCc3ccccc32)CC1)c1ccc2c(c1)OCO2. (5) Given the product CCOc1cc(C(C)(C)C#N)c(Cl)cc1C1=N[C@@H](c2ccc(Cl)cc2)[C@@H](c2ccc(Cl)cc2)N1C(=O)N1CCN(CCS(C)(=O)=O)CC1, predict the reactants needed to synthesize it. The reactants are: CCOc1cc(C(C)(C)C#N)c(Cl)cc1C1=N[C@@H](c2ccc(Cl)cc2)[C@@H](c2ccc(Cl)cc2)N1C(=O)Cl.CS(=O)(=O)CCN1CCNCC1.